This data is from Full USPTO retrosynthesis dataset with 1.9M reactions from patents (1976-2016). The task is: Predict the reactants needed to synthesize the given product. (1) Given the product [C:1]([N:4]1[C:13]2[C:8](=[CH:9][C:10]([C:14]([NH2:16])=[O:15])=[CH:11][CH:12]=2)[C@H:7]([NH:17][C:18]2[CH:23]=[CH:22][CH:21]=[C:20]([CH2:24][OH:25])[N:19]=2)[C@@H:6]([CH3:33])[C@@H:5]1[CH:34]1[CH2:35][CH2:36]1)(=[O:3])[CH3:2], predict the reactants needed to synthesize it. The reactants are: [C:1]([N:4]1[C:13]2[C:8](=[CH:9][C:10]([C:14]([NH2:16])=[O:15])=[CH:11][CH:12]=2)[C@H:7]([NH:17][C:18]2[CH:23]=[CH:22][CH:21]=[C:20]([CH2:24][O:25][Si](C(C)(C)C)(C)C)[N:19]=2)[C@@H:6]([CH3:33])[C@@H:5]1[CH:34]1[CH2:36][CH2:35]1)(=[O:3])[CH3:2].CCCC[N+](CCCC)(CCCC)CCCC.[F-]. (2) Given the product [Cl:19][C:20]1[CH:21]=[CH:22][C:23]([N:26]2[C:30]([C:2]3[CH:3]=[CH:4][C:5]4[N:6]([C:8]([C:11]5[CH:16]=[CH:15][C:14]([O:17][CH3:18])=[CH:13][CH:12]=5)=[CH:9][N:10]=4)[CH:7]=3)=[CH:29][CH:28]=[N:27]2)=[CH:24][CH:25]=1, predict the reactants needed to synthesize it. The reactants are: Br[C:2]1[CH:3]=[CH:4][C:5]2[N:6]([C:8]([C:11]3[CH:16]=[CH:15][C:14]([O:17][CH3:18])=[CH:13][CH:12]=3)=[CH:9][N:10]=2)[CH:7]=1.[Cl:19][C:20]1[CH:25]=[CH:24][C:23]([N:26]2[C:30](B3OC(C)(C)C(C)(C)O3)=[CH:29][CH:28]=[N:27]2)=[CH:22][CH:21]=1. (3) Given the product [CH3:24][O:23][C:17]1[CH:22]=[CH:21][C:20]([C:25](=[O:27])[CH3:26])=[CH:19][CH:18]=1, predict the reactants needed to synthesize it. The reactants are: FC(F)(F)C1N=C(S(C(F)(F)F)(=O)=O)NN=1.[C:17]1([O:23][CH3:24])[CH:22]=[CH:21][CH:20]=[CH:19][CH:18]=1.[C:25](OC(=O)C)(=[O:27])[CH3:26].S([O-])([O-])(=O)=O.[Mg+2]. (4) Given the product [CH3:1][N:2]([CH3:26])[CH2:3][CH2:4][NH:5][C:6]([C:8]1[C:13]2[N:14]=[CH:15][N:16]([C:17]3[CH:22]=[CH:21][C:20]([NH:23][C:35]([NH:34][C:31]4[CH:32]=[CH:33][C:28]([Cl:27])=[C:29]([C:37]([F:39])([F:38])[F:40])[CH:30]=4)=[O:36])=[CH:19][CH:18]=3)[C:12]=2[CH:11]=[CH:10][N:9]=1)=[O:7], predict the reactants needed to synthesize it. The reactants are: [CH3:1][N:2]([CH3:26])[CH2:3][CH2:4][NH:5][C:6]([C:8]1[C:13]2[N:14]=[CH:15][N:16]([C:17]3[CH:22]=[CH:21][C:20]([N+:23]([O-])=O)=[CH:19][CH:18]=3)[C:12]=2[CH:11]=[CH:10][N:9]=1)=[O:7].[Cl:27][C:28]1[CH:33]=[CH:32][C:31]([N:34]=[C:35]=[O:36])=[CH:30][C:29]=1[C:37]([F:40])([F:39])[F:38].